This data is from Full USPTO retrosynthesis dataset with 1.9M reactions from patents (1976-2016). The task is: Predict the reactants needed to synthesize the given product. (1) The reactants are: [CH3:1][C:2]1[CH:7]=[C:6]([N:8]2[CH2:12][CH2:11][CH:10]([N:13]3[CH2:17][CH2:16][CH2:15][CH:14]3[CH3:18])[CH2:9]2)[CH:5]=[CH:4][C:3]=1[NH2:19].[O:20]=[C:21]1[NH:26][CH:25]=[C:24]([C:27]2[CH:35]=[CH:34][C:30]([C:31](O)=[O:32])=[CH:29][CH:28]=2)[CH:23]=[CH:22]1. Given the product [CH3:1][C:2]1[CH:7]=[C:6]([N:8]2[CH2:12][CH2:11][CH:10]([N:13]3[CH2:17][CH2:16][CH2:15][CH:14]3[CH3:18])[CH2:9]2)[CH:5]=[CH:4][C:3]=1[NH:19][C:31](=[O:32])[C:30]1[CH:29]=[CH:28][C:27]([C:24]2[CH:23]=[CH:22][C:21](=[O:20])[NH:26][CH:25]=2)=[CH:35][CH:34]=1, predict the reactants needed to synthesize it. (2) Given the product [C:1]([C:5]1[CH:44]=[CH:43][C:8]([C:9]([NH:11][C@@H:12]([CH2:17][C:18]2[CH:23]=[CH:22][C:21]([C:24]3[O:28][N:27]=[C:26]([C:29]4[CH:30]=[CH:31][C:32]([O:35][CH2:36][CH2:37][CH2:38][CH2:39][CH2:40][CH2:41][CH3:42])=[CH:33][CH:34]=4)[N:25]=3)=[CH:20][CH:19]=2)[C:13]([OH:15])=[O:14])=[O:10])=[CH:7][CH:6]=1)([CH3:3])([CH3:2])[CH3:4], predict the reactants needed to synthesize it. The reactants are: [C:1]([C:5]1[CH:44]=[CH:43][C:8]([C:9]([NH:11][C@@H:12]([CH2:17][C:18]2[CH:23]=[CH:22][C:21]([C:24]3[O:28][N:27]=[C:26]([C:29]4[CH:34]=[CH:33][C:32]([O:35][CH2:36][CH2:37][CH2:38][CH2:39][CH2:40][CH2:41][CH3:42])=[CH:31][CH:30]=4)[N:25]=3)=[CH:20][CH:19]=2)[C:13]([O:15]C)=[O:14])=[O:10])=[CH:7][CH:6]=1)([CH3:4])([CH3:3])[CH3:2].[OH-].[Na+]. (3) Given the product [CH2:1]([N:3]([CH2:6][CH2:7][CH2:8][OH:9])[CH3:4])[CH3:2].[CH2:1]([N:3]([CH:7]([CH3:6])[CH2:8][OH:9])[CH3:4])[CH3:2], predict the reactants needed to synthesize it. The reactants are: [CH2:1]([NH:3][CH3:4])[CH3:2].Cl[CH2:6][CH2:7][CH2:8][OH:9].[I-].[Na+].O1CCOCC1. (4) Given the product [Br:15][C:10]1[CH:9]=[C:8]2[C:13]([CH2:14][CH:6]([CH2:5][C:4]([OH:17])=[O:3])[CH:7]2[OH:16])=[CH:12][CH:11]=1, predict the reactants needed to synthesize it. The reactants are: C([O:3][C:4](=[O:17])[CH2:5][CH:6]1[CH2:14][C:13]2[C:8](=[CH:9][C:10]([Br:15])=[CH:11][CH:12]=2)[C:7]1=[O:16])C.C(NB)(C)(C)C.[OH-].[Na+]. (5) Given the product [Cl:38][C:2]1[N:7]=[C:6]([C:8]2[NH:27][O:39][C:15](=[O:16])[N:10]=2)[CH:5]=[C:4]([C:11]([F:14])([F:13])[F:12])[CH:3]=1, predict the reactants needed to synthesize it. The reactants are: Cl[C:2]1[N:7]=[C:6]([C:8]([NH2:10])=O)[CH:5]=[C:4]([C:11]([F:14])([F:13])[F:12])[CH:3]=1.[C:15](N1C=CN=C1)(N1C=CN=C1)=[O:16].[N:27]12CCCN=C1CCCCC2.[ClH:38].[OH2:39]. (6) Given the product [N:4]1[O:3][C:10]([NH2:11])=[C:6]2[CH2:7][CH2:8][CH2:9][C:5]=12, predict the reactants needed to synthesize it. The reactants are: Cl.N[OH:3].[NH2:4][C:5]1[CH2:9][CH2:8][CH2:7][C:6]=1[C:10]#[N:11]. (7) Given the product [C:11]1([CH:8]2[O:7][C:6](=[O:17])[N:5]([CH2:4][C:3]3[CH:18]=[CH:19][CH:20]=[CH:21][C:2]=3[NH:1][S:31]([C:30]([F:43])([F:42])[F:29])(=[O:33])=[O:32])[CH2:10][CH2:9]2)[CH:16]=[CH:15][CH:14]=[CH:13][CH:12]=1, predict the reactants needed to synthesize it. The reactants are: [NH2:1][C:2]1[CH:21]=[CH:20][CH:19]=[CH:18][C:3]=1[CH2:4][N:5]1[CH2:10][CH2:9][CH:8]([C:11]2[CH:16]=[CH:15][CH:14]=[CH:13][CH:12]=2)[O:7][C:6]1=[O:17].C(N(CC)CC)C.[F:29][C:30]([F:43])([F:42])[S:31](O[S:31]([C:30]([F:43])([F:42])[F:29])(=[O:33])=[O:32])(=[O:33])=[O:32].O.Cl. (8) Given the product [CH:15]1([CH2:14][N:11]2[CH2:12][CH2:13][N:9]([C:7]3[S:8][C:4]([C:1]4[CH:2]=[CH:25][NH:23][N:29]=4)=[C:5]([CH3:19])[N:6]=3)[C:10]2=[O:18])[CH2:17][CH2:16]1, predict the reactants needed to synthesize it. The reactants are: [C:1]([C:4]1[S:8][C:7]([N:9]2[CH2:13][CH2:12][N:11]([CH2:14][CH:15]3[CH2:17][CH2:16]3)[C:10]2=[O:18])=[N:6][C:5]=1[CH3:19])(=O)[CH3:2].COC(OC)[N:23]([CH3:25])C.O.[NH2:29]N. (9) Given the product [CH3:1][O:2][C:3]1[CH:4]=[CH:5][C:6]2[N:10]=[C:9]([CH2:11][O:12][C:13]3[CH:14]=[CH:15][C:16]([CH2:19][CH:20]([CH3:24])[C:21]([NH2:38])=[S:22])=[CH:17][CH:18]=3)[N:8]([CH3:25])[C:7]=2[CH:26]=1, predict the reactants needed to synthesize it. The reactants are: [CH3:1][O:2][C:3]1[CH:4]=[CH:5][C:6]2[N:10]=[C:9]([CH2:11][O:12][C:13]3[CH:18]=[CH:17][C:16]([CH2:19][CH:20]([CH3:24])[C:21](O)=[S:22])=[CH:15][CH:14]=3)[N:8]([CH3:25])[C:7]=2[CH:26]=1.O1CCCC1.ClC(OCC)=O.[NH3:38].